This data is from Reaction yield outcomes from USPTO patents with 853,638 reactions. The task is: Predict the reaction yield, written as a fraction of the theoretical maximum amount of product (1.0 means a 100% yield; for example, 0.34 means a 34% yield). (1) The reactants are C1(S([N:10]2[C:14]3=[N:15][CH:16]=[C:17]([Br:19])[CH:18]=[C:13]3[C:12]([C:20]3[CH:21]=[N:22][N:23]([C:25]([C:38]4[CH:43]=[CH:42][CH:41]=[CH:40][CH:39]=4)([C:32]4[CH:37]=[CH:36][CH:35]=[CH:34][CH:33]=4)[C:26]4[CH:31]=[CH:30][CH:29]=[CH:28][CH:27]=4)[CH:24]=3)=[CH:11]2)(=O)=O)C=CC=CC=1.[H-].[Na+].[CH3:46][Si:47]([CH2:50][CH2:51][O:52][CH2:53]Cl)([CH3:49])[CH3:48].[NH4+].[Cl-]. The catalyst is CN(C=O)C.CCOC(C)=O. The product is [Br:19][C:17]1[CH:18]=[C:13]2[C:12]([C:20]3[CH:21]=[N:22][N:23]([C:25]([C:32]4[CH:33]=[CH:34][CH:35]=[CH:36][CH:37]=4)([C:38]4[CH:43]=[CH:42][CH:41]=[CH:40][CH:39]=4)[C:26]4[CH:31]=[CH:30][CH:29]=[CH:28][CH:27]=4)[CH:24]=3)=[CH:11][N:10]([CH2:53][O:52][CH2:51][CH2:50][Si:47]([CH3:49])([CH3:48])[CH3:46])[C:14]2=[N:15][CH:16]=1. The yield is 0.550. (2) The reactants are Br[C:2]1[CH:3]=[C:4]([C:8]2[N:9]=[C:10]([CH:20]([CH3:22])[CH3:21])[NH:11][C:12]=2[C:13]2[CH:18]=[CH:17][CH:16]=[C:15]([CH3:19])[N:14]=2)[CH:5]=[CH:6][CH:7]=1.[O:23]1[CH:27]=[CH:26][C:25](B(O)O)=[CH:24]1. No catalyst specified. The product is [O:23]1[CH:27]=[CH:26][C:25]([C:2]2[CH:3]=[C:4]([C:8]3[N:9]=[C:10]([CH:20]([CH3:22])[CH3:21])[NH:11][C:12]=3[C:13]3[CH:18]=[CH:17][CH:16]=[C:15]([CH3:19])[N:14]=3)[CH:5]=[CH:6][CH:7]=2)=[CH:24]1. The yield is 0.830. (3) The reactants are [O:1]=[C:2]1[C:11]2[C:6](=[CH:7][CH:8]=[CH:9][CH:10]=2)[S:5][CH:4]([C:12]([OH:14])=O)[CH2:3]1.C(Cl)(=O)C(Cl)=O.[CH2:21]([NH:23][CH2:24][CH3:25])[CH3:22].C(=O)([O-])[O-].[K+].[K+]. The catalyst is C(Cl)Cl.CN(C=O)C. The product is [CH2:21]([N:23]([CH2:24][CH3:25])[C:12]([CH:4]1[CH2:3][C:2](=[O:1])[C:11]2[C:6](=[CH:7][CH:8]=[CH:9][CH:10]=2)[S:5]1)=[O:14])[CH3:22]. The yield is 0.650. (4) The reactants are [F:1][C:2]1[CH:28]=[CH:27][C:5]([C:6]([N:8]2[CH2:21][CH2:20][C:19]3[C:18]4[CH:17]=[CH:16][CH:15]=[CH:14][C:13]=4[NH:12][C:11]=3[C:10]([C:22]([O:24][CH2:25][CH3:26])=[O:23])=[CH:9]2)=[O:7])=[CH:4][CH:3]=1.ClC1C(=O)C(C#N)=C(C#N)C(=[O:37])C=1Cl. The catalyst is C1COCC1.O. The product is [CH2:25]([O:24][C:22]([C:10]1[C:11]2[NH:12][C:13]3[CH:14]=[CH:15][CH:16]=[CH:17][C:18]=3[C:19]=2[C:20](=[O:37])[CH2:21][N:8]([C:6](=[O:7])[C:5]2[CH:4]=[CH:3][C:2]([F:1])=[CH:28][CH:27]=2)[CH:9]=1)=[O:23])[CH3:26]. The yield is 0.920.